From a dataset of Forward reaction prediction with 1.9M reactions from USPTO patents (1976-2016). Predict the product of the given reaction. (1) Given the reactants [C:1]1([C:7]2[CH:12]=[C:11]([CH:13]3[CH2:18][CH2:17][S:16](=[O:20])(=[O:19])[CH2:15][CH2:14]3)[CH:10]=[CH:9][C:8]=2[NH2:21])[CH2:6][CH2:5][CH2:4][CH2:3][CH:2]=1.[K+].[C:23]([C:25]1[N:26]=[C:27]([C:38]([O-])=[O:39])[N:28]([CH2:30][O:31][CH2:32][CH2:33][Si:34]([CH3:37])([CH3:36])[CH3:35])[CH:29]=1)#[N:24].F[P-](F)(F)(F)(F)F.Br[P+](N1CCCC1)(N1CCCC1)N1CCCC1.CCN(C(C)C)C(C)C, predict the reaction product. The product is: [C:1]1([C:7]2[CH:12]=[C:11]([CH:13]3[CH2:18][CH2:17][S:16](=[O:19])(=[O:20])[CH2:15][CH2:14]3)[CH:10]=[CH:9][C:8]=2[NH:21][C:38]([C:27]2[N:28]([CH2:30][O:31][CH2:32][CH2:33][Si:34]([CH3:37])([CH3:36])[CH3:35])[CH:29]=[C:25]([C:23]#[N:24])[N:26]=2)=[O:39])[CH2:6][CH2:5][CH2:4][CH2:3][CH:2]=1. (2) Given the reactants [NH2:1][C:2]1[CH:6]=[N:5][N:4]([CH2:7][C:8]2[O:9][CH:10]=[C:11]([C:13](=[O:15])[CH3:14])[N:12]=2)[N:3]=1.[C:16]1([C:22]2[O:26][CH:25]=[N:24][C:23]=2[C:27](O)=[O:28])[CH:21]=[CH:20][CH:19]=[CH:18][CH:17]=1, predict the reaction product. The product is: [C:13]([C:11]1[N:12]=[C:8]([CH2:7][N:4]2[N:3]=[C:2]([NH:1][C:27]([C:23]3[N:24]=[CH:25][O:26][C:22]=3[C:16]3[CH:17]=[CH:18][CH:19]=[CH:20][CH:21]=3)=[O:28])[CH:6]=[N:5]2)[O:9][CH:10]=1)(=[O:15])[CH3:14].